From a dataset of Forward reaction prediction with 1.9M reactions from USPTO patents (1976-2016). Predict the product of the given reaction. (1) Given the reactants [CH2:1]([O:8][C:9]1[CH:18]=[CH:17][C:16]([CH:19]([OH:32])[CH2:20][NH:21][C:22]([CH3:31])([CH3:30])[CH2:23][CH2:24][N:25]2[CH:29]=[N:28][CH:27]=[N:26]2)=[CH:15][C:10]=1[C:11](OC)=[O:12])[C:2]1[CH:7]=[CH:6][CH:5]=[CH:4][CH:3]=1.[Cl-].[Ca+2].[Cl-].[BH4-].[Na+], predict the reaction product. The product is: [CH2:1]([O:8][C:9]1[CH:18]=[CH:17][C:16]([CH:19]([OH:32])[CH2:20][NH:21][C:22]([CH3:31])([CH3:30])[CH2:23][CH2:24][N:25]2[CH:29]=[N:28][CH:27]=[N:26]2)=[CH:15][C:10]=1[CH2:11][OH:12])[C:2]1[CH:3]=[CH:4][CH:5]=[CH:6][CH:7]=1. (2) Given the reactants [CH2:1]([C@:8]12[CH2:20][CH2:19][C@@:16]3([CH2:18][O:17]3)[CH2:15][C@H:14]1[CH2:13][CH2:12][CH2:11][N:10]1[CH:21]=[C:22]([C:24]([NH:26][C:27]3[C:28]([CH3:33])=[N:29][CH:30]=[CH:31][CH:32]=3)=[O:25])[CH:23]=[C:9]21)[C:2]1[CH:7]=[CH:6][CH:5]=[CH:4][CH:3]=1.[CH2:34]([C@@:41]12[CH2:53][CH2:52][C@:49]3([CH2:51][O:50]3)[CH2:48][C@@H:47]1[CH2:46][CH2:45][CH2:44][N:43]1[CH:54]=[C:55]([C:57]([NH:59][C:60]3[C:61]([CH3:66])=[N:62][CH:63]=[CH:64][CH:65]=3)=[O:58])[CH:56]=[C:42]21)[C:35]1[CH:40]=[CH:39][CH:38]=[CH:37][CH:36]=1.[CH3:67][Mg]Br, predict the reaction product. The product is: [CH2:1]([C@:8]12[CH2:20][CH2:19][C@:16]([CH2:18][CH3:34])([OH:17])[CH2:15][C@H:14]1[CH2:13][CH2:12][CH2:11][N:10]1[CH:21]=[C:22]([C:24]([NH:26][C:27]3[C:28]([CH3:33])=[N:29][CH:30]=[CH:31][CH:32]=3)=[O:25])[CH:23]=[C:9]21)[C:2]1[CH:3]=[CH:4][CH:5]=[CH:6][CH:7]=1.[CH2:34]([C@@:41]12[CH2:53][CH2:52][C@@:49]([CH2:51][CH3:67])([OH:50])[CH2:48][C@@H:47]1[CH2:46][CH2:45][CH2:44][N:43]1[CH:54]=[C:55]([C:57]([NH:59][C:60]3[C:61]([CH3:66])=[N:62][CH:63]=[CH:64][CH:65]=3)=[O:58])[CH:56]=[C:42]21)[C:35]1[CH:36]=[CH:37][CH:38]=[CH:39][CH:40]=1. (3) Given the reactants [CH2:1]([O:17][CH2:18][CH:19]([CH2:21][OH:22])[OH:20])[CH2:2][CH2:3][CH2:4][CH2:5][CH2:6][CH2:7][CH2:8][CH2:9][CH2:10][CH2:11][CH2:12][CH2:13][CH2:14][CH2:15][CH3:16].N1C=CN=C1.[Si:28](Cl)([C:31]([CH3:34])([CH3:33])[CH3:32])([CH3:30])[CH3:29].OS(O)(=O)=O, predict the reaction product. The product is: [Si:28]([O:22][CH2:21][CH:19]([CH2:18][O:17][CH2:1][CH2:2][CH2:3][CH2:4][CH2:5][CH2:6][CH2:7][CH2:8][CH2:9][CH2:10][CH2:11][CH2:12][CH2:13][CH2:14][CH2:15][CH3:16])[OH:20])([C:31]([CH3:34])([CH3:33])[CH3:32])([CH3:30])[CH3:29]. (4) Given the reactants C[O:2][C:3]1[CH:4]=[C:5]2[C:10](=[CH:11][CH:12]=1)[CH:9]=[C:8]([C:13]1[N:14]([CH3:24])[C:15]([C:18]3[CH:23]=[CH:22][CH:21]=[CH:20][CH:19]=3)=[CH:16][CH:17]=1)[CH:7]=[CH:6]2.Cl.N1C=CC=CC=1, predict the reaction product. The product is: [CH3:24][N:14]1[C:15]([C:18]2[CH:19]=[CH:20][CH:21]=[CH:22][CH:23]=2)=[CH:16][CH:17]=[C:13]1[C:8]1[CH:9]=[C:10]2[C:5](=[CH:6][CH:7]=1)[CH:4]=[C:3]([OH:2])[CH:12]=[CH:11]2.